This data is from Clinical trial toxicity outcomes and FDA approval status for drugs. The task is: Regression/Classification. Given a drug SMILES string, predict its toxicity properties. Task type varies by dataset: regression for continuous values (e.g., LD50, hERG inhibition percentage) or binary classification for toxic/non-toxic outcomes (e.g., AMES mutagenicity, cardiotoxicity, hepatotoxicity). Dataset: clintox. (1) The compound is C=CC[NH+]1CC[C@]23CCCC[C@H]2[C@H]1Cc1ccc(O)cc13. The result is 0 (passed clinical trial). (2) The compound is CN(CCOc1ccc(CC2SC(=O)NC2=O)cc1)c1ccccn1.O=C(O)/C=C\C(=O)O. The result is 1 (failed clinical trial for toxicity).